Predict the product of the given reaction. From a dataset of Forward reaction prediction with 1.9M reactions from USPTO patents (1976-2016). Given the reactants [CH3:1][O:2][C:3]1[CH:38]=[CH:37][C:6]([CH2:7][N:8]2[C:12]3=[N:13][CH:14]=[CH:15][C:16]([O:17][C:18]4[CH:26]=[CH:25][C:21]([C:22](O)=[O:23])=[CH:20][CH:19]=4)=[C:11]3[C:10]([NH:27][C@@H:28]3[CH2:32][CH2:31][N:30]([C:33](=[O:36])[CH2:34][CH3:35])[CH2:29]3)=[N:9]2)=[CH:5][CH:4]=1.[NH2:39][C:40]1[N:45]=[C:44]([OH:46])[CH:43]=[CH:42][N:41]=1, predict the reaction product. The product is: [OH:46][C:44]1[CH:43]=[CH:42][N:41]=[C:40]([NH:39][C:22](=[O:23])[C:21]2[CH:25]=[CH:26][C:18]([O:17][C:16]3[CH:15]=[CH:14][N:13]=[C:12]4[N:8]([CH2:7][C:6]5[CH:5]=[CH:4][C:3]([O:2][CH3:1])=[CH:38][CH:37]=5)[N:9]=[C:10]([NH:27][C@@H:28]5[CH2:32][CH2:31][N:30]([C:33](=[O:36])[CH2:34][CH3:35])[CH2:29]5)[C:11]=34)=[CH:19][CH:20]=2)[N:45]=1.